This data is from Forward reaction prediction with 1.9M reactions from USPTO patents (1976-2016). The task is: Predict the product of the given reaction. Given the reactants [F:1][C:2]1[CH:7]=[CH:6][C:5]([C:8]([F:11])([F:10])[F:9])=[CH:4][C:3]=1[S:12](Cl)(=[O:14])=[O:13].[NH2:16][C:17]1[CH:22]=[CH:21][C:20]([C:23]2[C:31]3[C:26](=[CH:27][CH:28]=[CH:29][CH:30]=3)[NH:25][C:24]=2[C:32]([NH2:34])=[O:33])=[CH:19][CH:18]=1, predict the reaction product. The product is: [F:1][C:2]1[CH:7]=[CH:6][C:5]([C:8]([F:11])([F:10])[F:9])=[CH:4][C:3]=1[S:12]([NH:16][C:17]1[CH:18]=[CH:19][C:20]([C:23]2[C:31]3[C:26](=[CH:27][CH:28]=[CH:29][CH:30]=3)[NH:25][C:24]=2[C:32]([NH2:34])=[O:33])=[CH:21][CH:22]=1)(=[O:14])=[O:13].